Dataset: Catalyst prediction with 721,799 reactions and 888 catalyst types from USPTO. Task: Predict which catalyst facilitates the given reaction. (1) Reactant: [C:1]([O:5][C:6]([N:8](C(OC(C)(C)C)=O)[C:9]1[CH:10]=[C:11]([C:16]([Br:19])=[CH:17][N:18]=1)[C:12](OC)=[O:13])=[O:7])([CH3:4])([CH3:3])[CH3:2].[NH3:27]. Product: [Br:19][C:16]1[C:11]([C:12](=[O:13])[NH2:27])=[CH:10][C:9]([NH:8][C:6](=[O:7])[O:5][C:1]([CH3:4])([CH3:3])[CH3:2])=[N:18][CH:17]=1. The catalyst class is: 5. (2) Reactant: [N:1]([CH2:4][CH:5]1[O:9][C:8](=[O:10])[N:7]([C:11]2[CH:16]=[CH:15][C:14]([N:17]3[CH:21]=[C:20](C(C)(C)O[SiH2]C(C)(C)C)[N:19]=[CH:18]3)=[C:13]([F:31])[CH:12]=2)[CH2:6]1)=[N+:2]=[N-:3].[C:32](O)(=[O:34])C.FC(F)(F)C(O)=O.O. Product: [N:1]([CH2:4][CH:5]1[O:9][C:8](=[O:10])[N:7]([C:11]2[CH:16]=[CH:15][C:14]([N:17]3[CH:21]=[CH:20][N:19]=[C:18]3[CH2:32][OH:34])=[C:13]([F:31])[CH:12]=2)[CH2:6]1)=[N+:2]=[N-:3]. The catalyst class is: 28. (3) Reactant: N12CCCN=C1CCCCC2.[F:12][C:13]1[CH:18]=[C:17]([F:19])[C:16]([CH2:20][NH:21][CH2:22][C:23]([F:26])([F:25])[F:24])=[CH:15][C:14]=1[C@:27]12[CH2:36][O:35][C@@H:34]([CH2:37][F:38])[CH2:33][C@H:32]1[CH2:31][S:30][C:29]([NH:39]C(=O)C1C=CC=CC=1)=[N:28]2. Product: [F:12][C:13]1[CH:18]=[C:17]([F:19])[C:16]([CH2:20][NH:21][CH2:22][C:23]([F:25])([F:26])[F:24])=[CH:15][C:14]=1[C@:27]12[CH2:36][O:35][C@@H:34]([CH2:37][F:38])[CH2:33][C@H:32]1[CH2:31][S:30][C:29]([NH2:39])=[N:28]2. The catalyst class is: 5. (4) Reactant: [OH:1][C:2]1[CH:3]=[C:4]([N+:13]([O-:15])=[O:14])[C:5]([CH3:12])=[C:6]([CH:11]=1)[C:7]([O:9][CH3:10])=[O:8].C(=O)([O-])[O-].[Cs+].[Cs+].Br[CH2:23][CH2:24][OH:25].C(OCC)(=O)C. Product: [OH:25][CH2:24][CH2:23][O:1][C:2]1[CH:3]=[C:4]([N+:13]([O-:15])=[O:14])[C:5]([CH3:12])=[C:6]([CH:11]=1)[C:7]([O:9][CH3:10])=[O:8]. The catalyst class is: 47. (5) Reactant: [OH:1][CH2:2][C@@H:3]1[NH:7][C:6](=[O:8])[CH2:5][CH2:4]1.CS(Cl)(=O)=O.[N:14]1[CH:19]=[CH:18][CH:17]=[CH:16][C:15]=1[C:20]1[C:21]([C:28]2[C:37]3[C:32](=[CH:33][C:34](O)=[CH:35][CH:36]=3)[N:31]=[CH:30][CH:29]=2)=[C:22]2[CH2:27][CH2:26][CH2:25][N:23]2[N:24]=1. Product: [N:14]1[CH:19]=[CH:18][CH:17]=[CH:16][C:15]=1[C:20]1[C:21]([C:28]2[C:37]3[C:32](=[CH:33][C:34]([O:1][CH2:2][CH:3]4[NH:7][C:6](=[O:8])[CH2:5][CH2:4]4)=[CH:35][CH:36]=3)[N:31]=[CH:30][CH:29]=2)=[C:22]2[CH2:27][CH2:26][CH2:25][N:23]2[N:24]=1. The catalyst class is: 9. (6) Reactant: [CH:1]1([NH:5][C:6]2[CH:15]=[C:14]([F:16])[C:13]([F:17])=[CH:12][C:7]=2[C:8]([O:10]C)=[O:9])[CH2:4][CH2:3][CH2:2]1. Product: [CH:1]1([NH:5][C:6]2[CH:15]=[C:14]([F:16])[C:13]([F:17])=[CH:12][C:7]=2[C:8]([OH:10])=[O:9])[CH2:4][CH2:3][CH2:2]1. The catalyst class is: 464.